Dataset: Forward reaction prediction with 1.9M reactions from USPTO patents (1976-2016). Task: Predict the product of the given reaction. (1) Given the reactants CO[C:3](=[O:10])[C:4]1[CH:9]=[CH:8][CH:7]=[N:6][CH:5]=1.[NH2:11][CH:12]([CH2:15][CH3:16])[CH2:13][OH:14], predict the reaction product. The product is: [OH:14][CH2:13][CH:12]([NH:11][C:3](=[O:10])[C:4]1[CH:9]=[CH:8][CH:7]=[N:6][CH:5]=1)[CH2:15][CH3:16]. (2) Given the reactants C([O:8][C:9]1[C:10]2[N:11]([CH:16]=[CH:17][N:18]=2)[N:12]=[C:13]([Cl:15])[CH:14]=1)C1C=CC=CC=1, predict the reaction product. The product is: [ClH:15].[N:18]1[CH:17]=[CH:16][N:11]2[C:10]=1[C:9]([OH:8])=[CH:14][CH:13]=[N:12]2. (3) Given the reactants Cl[C:2]1[C:11]2[C:6](=[CH:7][C:8]([C:12]3[CH:17]=[CH:16][N:15]=[C:14]([CH3:18])[CH:13]=3)=[N:9][CH:10]=2)[CH:5]=[CH:4][N:3]=1.[CH3:19][C:20]1[CH:21]=[C:22]([CH2:33][NH2:34])[CH:23]=[CH:24][C:25]=1[C:26]1[CH:31]=[CH:30][N:29]=[C:28]([CH3:32])[CH:27]=1.CC([O-])(C)C.[K+].C1C=CC(P(C2C(C3C(P(C4C=CC=CC=4)C4C=CC=CC=4)=CC=C4C=3C=CC=C4)=C3C(C=CC=C3)=CC=2)C2C=CC=CC=2)=CC=1, predict the reaction product. The product is: [CH3:19][C:20]1[CH:21]=[C:22]([CH:23]=[CH:24][C:25]=1[C:26]1[CH:31]=[CH:30][N:29]=[C:28]([CH3:32])[CH:27]=1)[CH2:33][NH:34][C:2]1[C:11]2[C:6](=[CH:7][C:8]([C:12]3[CH:17]=[CH:16][N:15]=[C:14]([CH3:18])[CH:13]=3)=[N:9][CH:10]=2)[CH:5]=[CH:4][N:3]=1. (4) Given the reactants [NH:1]1[CH2:6][CH2:5][CH:4]([CH:7]2[CH2:12][CH2:11][NH:10][CH2:9][CH2:8]2)[CH2:3][CH2:2]1.[CH3:13][C:14]([O:17][C:18](ON=C(C1C=CC=CC=1)C#N)=[O:19])([CH3:16])[CH3:15].C(=O)([O-])[O-].[K+].[K+], predict the reaction product. The product is: [N:1]1([C:18]([O:17][C:14]([CH3:16])([CH3:15])[CH3:13])=[O:19])[CH2:6][CH2:5][CH:4]([CH:7]2[CH2:12][CH2:11][NH:10][CH2:9][CH2:8]2)[CH2:3][CH2:2]1. (5) Given the reactants [Na+].[Br-].[CH3:3][C:4]1([CH3:13])N([O])C(C)(C)CCC1.[OH:14]Cl.[C:16]1([CH3:22])[CH:21]=[CH:20][CH:19]=[CH:18][CH:17]=1, predict the reaction product. The product is: [CH3:22][C@H:16]1[CH2:21][C:20](=[O:14])[C@H:19]([CH:4]([CH3:13])[CH3:3])[CH2:18][CH2:17]1. (6) The product is: [S:1]1[C:5]2[CH:6]=[CH:7][CH:8]=[CH:9][C:4]=2[C:3]([N:10]2[CH2:15][CH2:14][N:13]([CH2:16][CH2:17][C:18]3[CH:19]=[C:20]4[C:24](=[CH:25][CH:26]=3)[C:23]([CH3:28])([CH3:27])[CH:22]([N:29]([CH2:30][CH3:31])[C:36](=[O:38])[CH3:37])[CH2:21]4)[CH2:12][CH2:11]2)=[N:2]1. Given the reactants [S:1]1[C:5]2[CH:6]=[CH:7][CH:8]=[CH:9][C:4]=2[C:3]([N:10]2[CH2:15][CH2:14][N:13]([CH2:16][CH2:17][C:18]3[CH:19]=[C:20]4[C:24](=[CH:25][CH:26]=3)[C:23]([CH3:28])([CH3:27])[CH:22]([NH:29][CH2:30][CH3:31])[CH2:21]4)[CH2:12][CH2:11]2)=[N:2]1.C(O[C:36](=[O:38])[CH3:37])(=O)C.C(N(CC)CC)C, predict the reaction product. (7) Given the reactants [NH2:1][C:2]1[CH:31]=[CH:30][C:5]([CH2:6][C:7]2[NH:15][C:14]3[C:13](=[O:16])[N:12]([CH2:17][C:18]4[CH:23]=[CH:22][CH:21]=[CH:20][C:19]=4[F:24])[C:11](=[O:25])[N:10]([CH2:26][CH2:27][CH2:28][CH3:29])[C:9]=3[N:8]=2)=[CH:4][CH:3]=1.[Cl:32][C:33]1[CH:38]=[CH:37][CH:36]=[CH:35][C:34]=1[S:39](Cl)(=[O:41])=[O:40], predict the reaction product. The product is: [CH2:26]([N:10]1[C:9]2[N:8]=[C:7]([CH2:6][C:5]3[CH:4]=[CH:3][C:2]([NH:1][S:39]([C:34]4[CH:35]=[CH:36][CH:37]=[CH:38][C:33]=4[Cl:32])(=[O:41])=[O:40])=[CH:31][CH:30]=3)[NH:15][C:14]=2[C:13](=[O:16])[N:12]([CH2:17][C:18]2[CH:23]=[CH:22][CH:21]=[CH:20][C:19]=2[F:24])[C:11]1=[O:25])[CH2:27][CH2:28][CH3:29].